This data is from Catalyst prediction with 721,799 reactions and 888 catalyst types from USPTO. The task is: Predict which catalyst facilitates the given reaction. (1) Product: [C:29]([O:33][C:34]([N:36]1[C@H:41]([C:42](=[O:43])[NH:1][C@H:2]([C:3]([OH:5])=[O:4])[C:6]23[CH2:7][C:8]([C:11]([F:12])([F:13])[F:14])([CH2:10]2)[CH2:9]3)[CH2:40][C@@H:39]2[C@H:37]1[CH2:38]2)=[O:35])([CH3:32])([CH3:31])[CH3:30]. The catalyst class is: 2. Reactant: [NH2:1][C@@H:2]([C:6]12[CH2:10][C:8]([C:11]([F:14])([F:13])[F:12])([CH2:9]1)[CH2:7]2)[C:3]([OH:5])=[O:4].CCN(C(C)C)C(C)C.C[Si](Cl)(C)C.[C:29]([O:33][C:34]([N:36]1[C@H:41]([C:42](O)=[O:43])[CH2:40][C@@H:39]2[C@H:37]1[CH2:38]2)=[O:35])([CH3:32])([CH3:31])[CH3:30].CN(C(ON1N=NC2C=CC=CC1=2)=[N+](C)C)C.F[P-](F)(F)(F)(F)F.Cl. (2) Reactant: Cl.[F:2][C:3]([F:25])([F:24])[C:4]1[CH:9]=[CH:8][C:7]([C:10]2[C:11]3[CH2:18][CH2:17][CH:16]([O:19][CH2:20][C:21](O)=[O:22])[C:12]=3[CH:13]=[N:14][CH:15]=2)=[CH:6][CH:5]=1.[CH:26]([N:29](CC)C(C)C)(C)C.CN.CCO.CCCP1(OP(CCC)(=O)OP(CCC)(=O)O1)=O. Product: [CH3:26][NH:29][C:21](=[O:22])[CH2:20][O:19][CH:16]1[C:12]2[CH:13]=[N:14][CH:15]=[C:10]([C:7]3[CH:6]=[CH:5][C:4]([C:3]([F:25])([F:24])[F:2])=[CH:9][CH:8]=3)[C:11]=2[CH2:18][CH2:17]1. The catalyst class is: 1. (3) Reactant: [CH:1]1(/[CH:4]=[N:5]/[S:6]([C:8]([CH3:11])([CH3:10])[CH3:9])=[O:7])[CH2:3][CH2:2]1.[F:12][CH:13]([F:23])[S:14]([C:17]1[CH:22]=[CH:21][CH:20]=[CH:19][CH:18]=1)(=[O:16])=[O:15].C[Si]([N-][Si](C)(C)C)(C)C.[Na+].[Na+].[Cl-]. Product: [CH:1]1([CH:4]([NH:5][S:6]([C:8]([CH3:11])([CH3:10])[CH3:9])=[O:7])[C:13]([F:12])([F:23])[S:14]([C:17]2[CH:22]=[CH:21][CH:20]=[CH:19][CH:18]=2)(=[O:15])=[O:16])[CH2:2][CH2:3]1. The catalyst class is: 1. (4) Reactant: [CH2:1]([O:8][C:9]1[C:14]([O:15][CH3:16])=[CH:13][C:12]([C:17](=[O:19])[CH3:18])=[C:11]([N+:20]([O-])=O)[CH:10]=1)[C:2]1[CH:7]=[CH:6][CH:5]=[CH:4][CH:3]=1.[Cl-].[NH4+].C(O)C. Product: [NH2:20][C:11]1[CH:10]=[C:9]([O:8][CH2:1][C:2]2[CH:7]=[CH:6][CH:5]=[CH:4][CH:3]=2)[C:14]([O:15][CH3:16])=[CH:13][C:12]=1[C:17](=[O:19])[CH3:18]. The catalyst class is: 739. (5) Reactant: C[O:2][C:3](=[O:18])[C:4]1[CH:9]=[CH:8][CH:7]=[CH:6][C:5]=1[CH2:10][CH:11]1[CH2:16][CH2:15][N:14]([CH3:17])[CH2:13][CH2:12]1.[OH-].[Na+].Cl. Product: [CH3:17][N:14]1[CH2:15][CH2:16][CH:11]([CH2:10][C:5]2[CH:6]=[CH:7][CH:8]=[CH:9][C:4]=2[C:3]([OH:18])=[O:2])[CH2:12][CH2:13]1. The catalyst class is: 14. (6) Reactant: [NH2:1][C:2]1[CH:10]=[C:9]([O:11][CH3:12])[CH:8]=[C:7]([O:13][CH3:14])[C:3]=1[C:4]([NH2:6])=[O:5].[N:15]1([C:21]2[CH:28]=[CH:27][C:24]([CH:25]=O)=[CH:23][CH:22]=2)[CH2:20][CH2:19][O:18][CH2:17][CH2:16]1.S([O-])(O)=O.[Na+].C1(C)C=CC(S(O)(=O)=O)=CC=1. Product: [CH3:14][O:13][C:7]1[CH:8]=[C:9]([O:11][CH3:12])[CH:10]=[C:2]2[C:3]=1[C:4](=[O:5])[NH:6][C:25]([C:24]1[CH:23]=[CH:22][C:21]([N:15]3[CH2:20][CH2:19][O:18][CH2:17][CH2:16]3)=[CH:28][CH:27]=1)=[N:1]2. The catalyst class is: 395. (7) The catalyst class is: 85. Reactant: [NH:1]1[C:5]2[CH:6]=[CH:7][CH:8]=[CH:9][C:4]=2[N:3]=[C:2]1[S:10][C:11]1[N:12]([CH2:21][CH2:22][CH:23]=[C:24]([CH3:26])[CH3:25])[C:13]2[C:18]([N:19]=1)=[C:17]([NH2:20])[N:16]=[CH:15][N:14]=2.[CH3:27]OS(OC)(=O)=O.C([O-])([O-])=O.[Cs+].[Cs+].CO. Product: [CH3:27][N:1]1[C:5]2[CH:6]=[CH:7][CH:8]=[CH:9][C:4]=2[N:3]=[C:2]1[S:10][C:11]1[N:12]([CH2:21][CH2:22][CH:23]=[C:24]([CH3:26])[CH3:25])[C:13]2[C:18]([N:19]=1)=[C:17]([NH2:20])[N:16]=[CH:15][N:14]=2. (8) Reactant: [Br:1][C:2]1[CH:11]=[C:10]2[C:5]([N:6]=[CH:7][C:8]([CH:12]=O)=[N:9]2)=[CH:4][CH:3]=1.[NH3:14].O.II. Product: [Br:1][C:2]1[CH:11]=[C:10]2[C:5]([N:6]=[CH:7][C:8]([C:12]#[N:14])=[N:9]2)=[CH:4][CH:3]=1. The catalyst class is: 1. (9) Reactant: [Mg].BrCCBr.Cl[CH2:7][CH2:8][CH2:9][N:10]([CH3:12])[CH3:11].[CH3:13][C:14]1[CH:15]=[CH:16][C:17]([C:20]#[N:21])=[N:18][CH:19]=1.[BH4-].[Na+].Cl.C(=O)([O-])O.[Na+]. Product: [CH3:11][N:10]([CH3:12])[CH2:9][CH2:8][CH2:7][CH:20]([C:17]1[CH:16]=[CH:15][C:14]([CH3:13])=[CH:19][N:18]=1)[NH2:21]. The catalyst class is: 83.